The task is: Regression. Given two drug SMILES strings and cell line genomic features, predict the synergy score measuring deviation from expected non-interaction effect.. This data is from NCI-60 drug combinations with 297,098 pairs across 59 cell lines. (1) Drug 1: CC1C(C(CC(O1)OC2CC(OC(C2O)C)OC3=CC4=CC5=C(C(=O)C(C(C5)C(C(=O)C(C(C)O)O)OC)OC6CC(C(C(O6)C)O)OC7CC(C(C(O7)C)O)OC8CC(C(C(O8)C)O)(C)O)C(=C4C(=C3C)O)O)O)O. Drug 2: C1CNP(=O)(OC1)N(CCCl)CCCl. Cell line: SW-620. Synergy scores: CSS=6.24, Synergy_ZIP=-0.0947, Synergy_Bliss=-1.83, Synergy_Loewe=-54.8, Synergy_HSA=-1.80. (2) Drug 1: C1=NC2=C(N1)C(=S)N=CN2. Drug 2: CS(=O)(=O)OCCCCOS(=O)(=O)C. Cell line: TK-10. Synergy scores: CSS=36.1, Synergy_ZIP=-0.533, Synergy_Bliss=0.0532, Synergy_Loewe=-45.1, Synergy_HSA=-1.06. (3) Drug 1: CC1=C(C(=CC=C1)Cl)NC(=O)C2=CN=C(S2)NC3=CC(=NC(=N3)C)N4CCN(CC4)CCO. Drug 2: CC(C)NC(=O)C1=CC=C(C=C1)CNNC.Cl. Cell line: CCRF-CEM. Synergy scores: CSS=11.7, Synergy_ZIP=-3.57, Synergy_Bliss=0.0385, Synergy_Loewe=-28.3, Synergy_HSA=0.589. (4) Drug 1: CCC1(CC2CC(C3=C(CCN(C2)C1)C4=CC=CC=C4N3)(C5=C(C=C6C(=C5)C78CCN9C7C(C=CC9)(C(C(C8N6C=O)(C(=O)OC)O)OC(=O)C)CC)OC)C(=O)OC)O.OS(=O)(=O)O. Synergy scores: CSS=-13.1, Synergy_ZIP=6.39, Synergy_Bliss=0.795, Synergy_Loewe=-5.44, Synergy_HSA=-10.3. Drug 2: C1CNP(=O)(OC1)N(CCCl)CCCl. Cell line: CAKI-1.